This data is from Full USPTO retrosynthesis dataset with 1.9M reactions from patents (1976-2016). The task is: Predict the reactants needed to synthesize the given product. (1) Given the product [O:1]1[C@H:3]2[CH2:4][C@@:5]3([CH3:38])[CH:9]([CH:10]4[CH2:11][C@H:12]([F:21])[C:13]5[C@@:18]([CH3:19])([C@:2]124)[CH:17]=[CH:16][C:15](=[O:20])[CH:14]=5)[CH2:8][C@@H:7]([CH3:22])[C@:6]3([O:26][C:27]([C:29]1[O:30][C:31]([O:34][C:35](=[O:37])[CH3:36])=[CH:32][CH:33]=1)=[O:28])[C:23]([O:25][CH3:39])=[O:24], predict the reactants needed to synthesize it. The reactants are: [O:1]1[C@H:3]2[CH2:4][C@@:5]3([CH3:38])[CH:9]([CH:10]4[CH2:11][C@H:12]([F:21])[C:13]5[C@@:18]([CH3:19])([C@:2]124)[CH:17]=[CH:16][C:15](=[O:20])[CH:14]=5)[CH2:8][C@@H:7]([CH3:22])[C@:6]3([O:26][C:27]([C:29]1[O:30][C:31]([O:34][C:35](=[O:37])[CH3:36])=[CH:32][CH:33]=1)=[O:28])[C:23]([OH:25])=[O:24].[CH2:39]1CCN2C(=NCCC2)CC1.S(OC)(OC)(=O)=O. (2) Given the product [C:27]([N:21]([N:10]1[C:9](=[O:26])[C:8]2[C:13](=[CH:14][C:15]([C:16]([F:18])([F:19])[F:17])=[C:6]([N:1]3[CH:5]=[CH:4][N:3]=[CH:2]3)[CH:7]=2)[NH:12][C:11]1=[O:20])[S:22]([CH3:25])(=[O:23])=[O:24])(=[O:31])[CH2:28][CH2:29][CH3:30], predict the reactants needed to synthesize it. The reactants are: [N:1]1([C:6]2[CH:7]=[C:8]3[C:13](=[CH:14][C:15]=2[C:16]([F:19])([F:18])[F:17])[NH:12][C:11](=[O:20])[N:10]([NH:21][S:22]([CH3:25])(=[O:24])=[O:23])[C:9]3=[O:26])[CH:5]=[CH:4][N:3]=[CH:2]1.[C:27](Cl)(=[O:31])[CH2:28][CH2:29][CH3:30]. (3) Given the product [F:1][C:2]1[CH:3]=[C:4]([CH:9]2[C:10]3[O:14][C:18](=[O:19])[NH:17][C:15](=[O:16])[C:11]=3[CH2:12][CH2:13]2)[CH:5]=[C:6]([F:8])[CH:7]=1, predict the reactants needed to synthesize it. The reactants are: [F:1][C:2]1[CH:3]=[C:4]([CH:9]2[CH2:13][CH2:12][CH2:11][C:10]2=[O:14])[CH:5]=[C:6]([F:8])[CH:7]=1.[C:15](Cl)([N:17]=[C:18]=[O:19])=[O:16].